Task: Predict the reactants needed to synthesize the given product.. Dataset: Full USPTO retrosynthesis dataset with 1.9M reactions from patents (1976-2016) (1) Given the product [CH3:1][N:2]1[C:6]([C:5]([F:20])([F:4])[F:19])=[C:7]([N:16]=[O:17])[C:8]([C:10]2[CH:15]=[CH:14][CH:13]=[CH:12][CH:11]=2)=[N:3]1, predict the reactants needed to synthesize it. The reactants are: [CH3:1][NH:2][NH2:3].[F:4][C:5]([F:20])([F:19])[C:6](=O)[C:7](=[N:16][OH:17])[C:8]([C:10]1[CH:15]=[CH:14][CH:13]=[CH:12][CH:11]=1)=O.[O-]S([O-])(=O)=O.[Mg+2]. (2) Given the product [CH3:1][O:2][C:3]1[CH:11]=[C:10]2[C:6]([CH2:7][CH2:8][NH:13][C:9]2=[O:12])=[CH:5][CH:4]=1, predict the reactants needed to synthesize it. The reactants are: [CH3:1][O:2][C:3]1[CH:11]=[C:10]2[C:6]([CH2:7][CH2:8][C:9]2=[O:12])=[CH:5][CH:4]=1.[N-:13]=[N+]=[N-].[Na+]. (3) Given the product [NH4+:6].[OH-:1].[O:1]=[C:2]1[NH:10][C:5]2=[N:6][CH:7]=[CH:8][CH:9]=[C:4]2[C:3]21[CH2:21][C:13]1=[N:14][C:15]([NH:24][C:27](=[O:36])[O:50][C:46]([CH3:49])([CH3:48])[CH3:47])=[CH:16][CH:17]=[C:12]1[CH2:11]2, predict the reactants needed to synthesize it. The reactants are: [O:1]=[C:2]1[NH:10][C:5]2=[N:6][CH:7]=[CH:8][CH:9]=[C:4]2[C:3]21[CH2:21][C:13]1=[N:14][C:15](C(O)=O)=[CH:16][CH:17]=[C:12]1[CH2:11]2.C([N:24]([CH2:27]C)CC)C.C1(P(N=[N+]=[N-])(C2C=CC=CC=2)=[O:36])C=CC=CC=1.[C:46]([OH:50])([CH3:49])([CH3:48])[CH3:47]. (4) The reactants are: [C:1]1([C:7]2[C:15]([C:16]3[CH:21]=[CH:20][N:19]=[C:18]([NH2:22])[CH:17]=3)=[C:10]3[N:11]=[CH:12][CH:13]=[CH:14][N:9]3[N:8]=2)[CH:6]=[CH:5][CH:4]=[CH:3][CH:2]=1.[BH4-].[Na+].O. Given the product [C:1]1([C:7]2[C:15]([C:16]3[CH:21]=[CH:20][N:19]=[C:18]([NH2:22])[CH:17]=3)=[C:10]3[NH:11][CH2:12][CH2:13][CH2:14][N:9]3[N:8]=2)[CH:2]=[CH:3][CH:4]=[CH:5][CH:6]=1, predict the reactants needed to synthesize it.